This data is from Reaction yield outcomes from USPTO patents with 853,638 reactions. The task is: Predict the reaction yield, written as a fraction of the theoretical maximum amount of product (1.0 means a 100% yield; for example, 0.34 means a 34% yield). (1) The reactants are F[P-](F)(F)(F)(F)F.Br[P+](N1CCCC1)(N1CCCC1)N1CCCC1.[CH3:25][O:26][C:27]1[CH:28]=[CH:29][C:30]2[S:34][C:33]([C:35]([OH:37])=O)=[N:32][C:31]=2[C:38]=1[N+:39]([O-:41])=[O:40].C(N(C(C)C)CC)(C)C.[NH:51]1[CH2:56][CH2:55][O:54][CH2:53][CH2:52]1.CN(C1C=CC=CN=1)C. The catalyst is ClCCl.CCCCCCC.C(OCC)(=O)C. The product is [CH3:25][O:26][C:27]1[CH:28]=[CH:29][C:30]2[S:34][C:33]([C:35]([N:51]3[CH2:56][CH2:55][O:54][CH2:53][CH2:52]3)=[O:37])=[N:32][C:31]=2[C:38]=1[N+:39]([O-:41])=[O:40]. The yield is 0.330. (2) The reactants are [Si:1]([O:8][C:9]1[CH:14]=[C:13]([O:15][Si:16]([C:19]([CH3:22])([CH3:21])[CH3:20])([CH3:18])[CH3:17])[CH:12]=[CH:11][C:10]=1[CH:23]1[CH2:28][CH2:27][C:26](=[N:29]O)[CH2:25][CH2:24]1)([C:4]([CH3:7])([CH3:6])[CH3:5])([CH3:3])[CH3:2].[BH4-].[Na+].O. The catalyst is CO.O.O.O.O.O.O.[Ni](Cl)Cl. The product is [Si:1]([O:8][C:9]1[CH:14]=[C:13]([O:15][Si:16]([C:19]([CH3:20])([CH3:21])[CH3:22])([CH3:18])[CH3:17])[CH:12]=[CH:11][C:10]=1[C@@H:23]1[CH2:24][CH2:25][C@H:26]([NH2:29])[CH2:27][CH2:28]1)([C:4]([CH3:5])([CH3:6])[CH3:7])([CH3:3])[CH3:2]. The yield is 0.710. (3) The yield is 0.950. The reactants are [NH2:1][C:2]1[CH:10]=[C:9]2[C:5]([C:6]([C:22]#[N:23])=[C:7]([C:13]3[CH:18]=[CH:17][C:16]([O:19][CH2:20][CH3:21])=[CH:15][CH:14]=3)[N:8]2[CH2:11][CH3:12])=[CH:4][CH:3]=1.[CH2:24]([N:26]=[C:27]=[O:28])[CH3:25]. The catalyst is ClCCl. The product is [C:22]([C:6]1[C:5]2[C:9](=[CH:10][C:2]([NH:1][C:27]([NH:26][CH2:24][CH3:25])=[O:28])=[CH:3][CH:4]=2)[N:8]([CH2:11][CH3:12])[C:7]=1[C:13]1[CH:18]=[CH:17][C:16]([O:19][CH2:20][CH3:21])=[CH:15][CH:14]=1)#[N:23]. (4) The reactants are [CH3:1][O:2][C:3](=[O:20])/[C:4](/[C:10]1[CH:15]=[C:14](I)[C:13]([OH:17])=[C:12]([CH:18]=[O:19])[CH:11]=1)=[CH:5]/[C:6]([O:8][CH3:9])=[O:7].[OH:21][C:22]1[CH:27]=[CH:26][C:25]([F:28])=[CH:24][C:23]=1B(O)O.C([O-])([O-])=O.[K+].[K+].Cl. The catalyst is [Pd].C1(P(C2C=CC=CC=2)C2C=CC=CC=2)C=CC=CC=1.C1(P(C2C=CC=CC=2)C2C=CC=CC=2)C=CC=CC=1.C1(P(C2C=CC=CC=2)C2C=CC=CC=2)C=CC=CC=1.C1(P(C2C=CC=CC=2)C2C=CC=CC=2)C=CC=CC=1.CCCCCC.COCCOC. The product is [CH3:1][O:2][C:3](=[O:20])/[C:4](/[C:10]1[CH:15]=[C:14]([C:27]2[CH:26]=[C:25]([F:28])[CH:24]=[CH:23][C:22]=2[OH:21])[C:13]([OH:17])=[C:12]([CH:18]=[O:19])[CH:11]=1)=[CH:5]/[C:6]([O:8][CH3:9])=[O:7]. The yield is 0.190. (5) The reactants are [CH2:1]([C:4]1[CH:13]=[C:12]([Cl:14])[C:11]2[C:6](=[CH:7][CH:8]=[CH:9][CH:10]=2)[C:5]=1[OH:15])[CH:2]=[CH2:3].[H-].[Na+].[CH2:18](Br)[C:19]1[CH:24]=[CH:23][CH:22]=[CH:21][CH:20]=1. The catalyst is CN(C)C=O.C(OCC)(=O)C. The product is [CH2:1]([C:4]1[CH:13]=[C:12]([Cl:14])[C:11]2[C:6](=[CH:7][CH:8]=[CH:9][CH:10]=2)[C:5]=1[O:15][CH2:18][C:19]1[CH:24]=[CH:23][CH:22]=[CH:21][CH:20]=1)[CH:2]=[CH2:3]. The yield is 0.820. (6) The reactants are [S:1]1[CH:5]=[CH:4][CH:3]=[C:2]1[C:6](Cl)=[O:7].[F:9][C:10]1[CH:11]=[C:12]2[C:17](=[CH:18][CH:19]=1)[N:16]([CH3:20])[C:15](=[O:21])[C:14]([C:22]#[N:23])=[C:13]2[N:24]1[CH2:29][CH2:28][NH:27][CH2:26][CH2:25]1. The catalyst is N1C=CC=CC=1. The product is [F:9][C:10]1[CH:11]=[C:12]2[C:17](=[CH:18][CH:19]=1)[N:16]([CH3:20])[C:15](=[O:21])[C:14]([C:22]#[N:23])=[C:13]2[N:24]1[CH2:25][CH2:26][N:27]([C:6]([C:2]2[S:1][CH:5]=[CH:4][CH:3]=2)=[O:7])[CH2:28][CH2:29]1. The yield is 0.980. (7) The reactants are [C:1]([O:4][CH2:5][C@H:6]([CH3:29])[CH2:7][CH:8]([NH:25][C:26](=[O:28])[CH3:27])[C:9]1[S:10][C:11]([C:14]#[C:15][CH2:16][CH2:17][CH2:18][C:19]2[CH:24]=[CH:23][CH:22]=[CH:21][CH:20]=2)=[CH:12][CH:13]=1)(=[O:3])[CH3:2]. The catalyst is CO.[Pd]. The product is [C:1]([O:4][CH2:5][C@H:6]([CH3:29])[CH2:7][CH:8]([NH:25][C:26](=[O:28])[CH3:27])[C:9]1[S:10][C:11]([CH2:14][CH2:15][CH2:16][CH2:17][CH2:18][C:19]2[CH:20]=[CH:21][CH:22]=[CH:23][CH:24]=2)=[CH:12][CH:13]=1)(=[O:3])[CH3:2]. The yield is 0.930. (8) The product is [CH3:13][N:9]1[CH2:10][CH2:11][CH2:12][CH:8]1[C:5]1[CH:6]=[CH:7][C:2]([CH:22]=[O:23])=[CH:3][CH:4]=1. The reactants are Br[C:2]1[CH:7]=[CH:6][C:5]([CH:8]2[CH2:12][CH2:11][CH2:10][N:9]2[CH3:13])=[CH:4][CH:3]=1.[Li]CCCC.CN([CH:22]=[O:23])C. The yield is 0.740. The catalyst is C1COCC1. (9) The reactants are [CH3:1][O:2][C:3]([C:5]1[CH:10]=[CH:9][C:8]([N:11]2[C:15]([S:16][CH2:17][CH2:18][CH3:19])=[C:14]([C:20]([OH:22])=O)[CH:13]=[N:12]2)=[CH:7][CH:6]=1)=[O:4].[C:23]12([NH2:33])[CH2:32][CH:27]3[CH2:28][CH:29]([CH2:31][CH:25]([CH2:26]3)[CH2:24]1)[CH2:30]2.C1C=CC2N(O)N=NC=2C=1.CCN(C(C)C)C(C)C.CCN=C=NCCCN(C)C. The catalyst is CN(C=O)C.C(OCC)(=O)C. The product is [C:23]12([NH:33][C:20]([C:14]3[CH:13]=[N:12][N:11]([C:8]4[CH:7]=[CH:6][C:5]([C:3]([O:2][CH3:1])=[O:4])=[CH:10][CH:9]=4)[C:15]=3[S:16][CH2:17][CH2:18][CH3:19])=[O:22])[CH2:30][CH:29]3[CH2:28][CH:27]([CH2:26][CH:25]([CH2:31]3)[CH2:24]1)[CH2:32]2. The yield is 0.630. (10) The reactants are [C:1]([C:3]1[NH:4][C:5]2[C:10]([CH:11]=1)=[CH:9][CH:8]=[CH:7][C:6]=2[NH:12][S:13]([C:16]1[S:17][CH:18]=[CH:19][CH:20]=1)(=[O:15])=[O:14])#[N:2].C[Si]([N:25]=[N+:26]=[N-:27])(C)C.C([Sn](=O)CCCC)CCC.O1CCCC1. The catalyst is C(OCC)(=O)C. The product is [N:2]1[NH:25][N:26]=[N:27][C:1]=1[C:3]1[NH:4][C:5]2[C:10]([CH:11]=1)=[CH:9][CH:8]=[CH:7][C:6]=2[NH:12][S:13]([C:16]1[S:17][CH:18]=[CH:19][CH:20]=1)(=[O:14])=[O:15]. The yield is 0.230.